Dataset: Forward reaction prediction with 1.9M reactions from USPTO patents (1976-2016). Task: Predict the product of the given reaction. (1) Given the reactants Br[C:2]1[CH:9]=[CH:8][CH:7]=[CH:6][C:3]=1[C:4]#[N:5].C([O:13][B:14](OC(C)C)[O:15]C(C)C)(C)C.C([Li])CCCCC.O, predict the reaction product. The product is: [C:4]([C:3]1[CH:6]=[CH:7][CH:8]=[CH:9][C:2]=1[B:14]([OH:15])[OH:13])#[N:5]. (2) The product is: [CH3:20][C:21]1[O:14][C:13]([C:12]2[CH:17]=[CH:18][N:19]=[C:10]([NH:9][C:6]3[CH:7]=[CH:8][C:3]([S:2][CH3:1])=[CH:4][CH:5]=3)[CH:11]=2)=[N:15][N:16]=1. Given the reactants [CH3:1][S:2][C:3]1[CH:8]=[CH:7][C:6]([NH:9][C:10]2[CH:11]=[C:12]([CH:17]=[CH:18][N:19]=2)[C:13]([NH:15][NH2:16])=[O:14])=[CH:5][CH:4]=1.[C:20](OCC)(OCC)(OCC)[CH3:21], predict the reaction product. (3) Given the reactants [CH3:1][O:2][C:3](=[O:21])[C@H:4]([CH2:13][C:14]1[CH:19]=[CH:18][C:17]([OH:20])=[CH:16][CH:15]=1)[NH:5][C:6]([O:8][C:9]([CH3:12])([CH3:11])[CH3:10])=[O:7].C(N(CC)CC)C.[CH3:29][S:30](Cl)(=[O:32])=[O:31], predict the reaction product. The product is: [CH3:1][O:2][C:3](=[O:21])[C@H:4]([CH2:13][C:14]1[CH:19]=[CH:18][C:17]([O:20][S:30]([CH3:29])(=[O:32])=[O:31])=[CH:16][CH:15]=1)[NH:5][C:6]([O:8][C:9]([CH3:12])([CH3:10])[CH3:11])=[O:7]. (4) Given the reactants C(O)C(O)C.[CH3:6][S:7]([C:10]1[CH:11]=[CH:12][C:13]([C@@H:16]([OH:26])[C@H:17]([NH:20][C:21]([CH:23]([Cl:25])[Cl:24])=[O:22])[CH2:18][F:19])=[CH:14][CH:15]=1)(=[O:9])=[O:8].[CH3:27][C:28]1[C:33]([NH:34][C:35]2[N:40]=[CH:39][CH:38]=[CH:37][C:36]=2[C:41]([OH:43])=[O:42])=[CH:32][CH:31]=[CH:30][C:29]=1[C:44]([F:47])([F:46])[F:45].CNC[C@H](O)[C@@H](O)[C@H](O)[C@H](O)CO, predict the reaction product. The product is: [CH3:6][S:7]([C:10]1[CH:11]=[CH:12][C:13]([C@@H:16]([OH:26])[C@H:17]([NH:20][C:21]([CH:23]([Cl:25])[Cl:24])=[O:22])[CH2:18][F:19])=[CH:14][CH:15]=1)(=[O:9])=[O:8].[CH3:27][C:28]1[C:33]([NH:34][C:35]2[N:40]=[CH:39][CH:38]=[CH:37][C:36]=2[C:41]([OH:43])=[O:42])=[CH:32][CH:31]=[CH:30][C:29]=1[C:44]([F:46])([F:45])[F:47]. (5) Given the reactants [CH3:1][C:2]([C:5]#[C:6]/[CH:7]=[CH:8]/[CH2:9][N:10]([CH2:12][C:13]1[CH:14]=[CH:15][CH:16]=[C:17]2[CH:22]=[CH:21][CH:20]=[CH:19][C:18]=12)[CH3:11])([CH3:4])[CH3:3].CO.[ClH:25], predict the reaction product. The product is: [CH3:4][C:2]([C:5]#[C:6]/[CH:7]=[CH:8]/[CH2:9][N:10]([CH2:12][C:13]1[CH:14]=[CH:15][CH:16]=[C:17]2[CH:22]=[CH:21][CH:20]=[CH:19][C:18]=12)[CH3:11])([CH3:1])[CH3:3].[ClH:25]. (6) Given the reactants [CH3:1][N:2]([CH3:14])[S:3]([N:6]1[CH:10]=[C:9](Br)[C:8](CC)=[N:7]1)(=[O:5])=[O:4].[C:15]([O:19][C:20]([N:22]1[CH2:27][CH2:26][C:25]([C:43]2[CH:48]=[CH:47][C:46]([Cl:49])=[CH:45][CH:44]=2)([C:28]2[CH:33]=[CH:32][C:31](B3OC(C)(C)C(C)(C)O3)=[CH:30][CH:29]=2)[CH2:24][CH2:23]1)=[O:21])([CH3:18])([CH3:17])[CH3:16].[O-]P([O-])([O-])=O.[K+].[K+].[K+].[CH2:58](O)[CH3:59], predict the reaction product. The product is: [C:15]([O:19][C:20]([N:22]1[CH2:23][CH2:24][C:25]([C:43]2[CH:44]=[CH:45][C:46]([Cl:49])=[CH:47][CH:48]=2)([C:28]2[CH:33]=[CH:32][C:31]([C:9]3[CH:8]=[N:7][N:6]([S:3](=[O:4])(=[O:5])[N:2]([CH3:1])[CH3:14])[C:10]=3[CH2:58][CH3:59])=[CH:30][CH:29]=2)[CH2:26][CH2:27]1)=[O:21])([CH3:17])([CH3:18])[CH3:16].